This data is from Reaction yield outcomes from USPTO patents with 853,638 reactions. The task is: Predict the reaction yield, written as a fraction of the theoretical maximum amount of product (1.0 means a 100% yield; for example, 0.34 means a 34% yield). The reactants are [F:1][C:2]1[CH:7]=[CH:6][C:5]([C:8]2[NH:12][CH:11]=[C:10]([C:13]([NH:15][C:16]3[CH:21]=[CH:20][C:19]([S:22]([CH3:25])(=[O:24])=[O:23])=[CH:18][CH:17]=3)=[O:14])[C:9]=2[CH3:26])=[C:4]([C:27]([F:30])([F:29])[F:28])[CH:3]=1.CC(C)([O-])C.[Na+].[CH3:37][C@H:38]1[C@H:42]([CH3:43])OS(=O)(=O)[O:39]1.Cl. The catalyst is CC(N(C)C)=O. The yield is 0.520. The product is [F:1][C:2]1[CH:7]=[CH:6][C:5]([C:8]2[N:12]([C@H:42]([CH3:43])[C@@H:38]([OH:39])[CH3:37])[CH:11]=[C:10]([C:13]([NH:15][C:16]3[CH:17]=[CH:18][C:19]([S:22]([CH3:25])(=[O:24])=[O:23])=[CH:20][CH:21]=3)=[O:14])[C:9]=2[CH3:26])=[C:4]([C:27]([F:29])([F:28])[F:30])[CH:3]=1.